From a dataset of Catalyst prediction with 721,799 reactions and 888 catalyst types from USPTO. Predict which catalyst facilitates the given reaction. (1) Reactant: [Cl:1][C:2]1[CH:3]=[C:4]([CH:7]=[CH:8][C:9]=1[F:10])[CH:5]=O.[N+:11]([CH3:14])([O-:13])=[O:12].[OH-].[Na+]. Product: [Cl:1][C:2]1[CH:3]=[C:4]([CH:5]=[CH:14][N+:11]([O-:13])=[O:12])[CH:7]=[CH:8][C:9]=1[F:10]. The catalyst class is: 8. (2) Reactant: [OH:1][CH:2]1[CH2:5][N:4]([C:6]([O:8][C:9]([CH3:12])([CH3:11])[CH3:10])=[O:7])[CH2:3]1.CC(C)([O-])C.[K+].F[C:20]1[CH:25]=[C:24]([F:26])[CH:23]=[CH:22][C:21]=1[Br:27]. Product: [Br:27][C:21]1[CH:22]=[CH:23][C:24]([F:26])=[CH:25][C:20]=1[O:1][CH:2]1[CH2:3][N:4]([C:6]([O:8][C:9]([CH3:12])([CH3:11])[CH3:10])=[O:7])[CH2:5]1. The catalyst class is: 3. (3) Reactant: [N:1]1(C(OCC2C=CC=CC=2)=O)[CH2:6][CH2:5][NH:4][CH2:3][CH2:2]1.N1C=CC=CC=1.[CH3:23][S:24](Cl)(=[O:26])=[O:25]. Product: [CH3:23][S:24]([N:1]1[CH2:6][CH2:5][NH:4][CH2:3][CH2:2]1)(=[O:26])=[O:25]. The catalyst class is: 13. (4) Reactant: Br[C:2]1[CH:3]=[N:4][C:5]([N:8]2[CH2:13][CH2:12][O:11][C@H:10]([CH2:14][N:15]3[C:19]4=[N:20][C:21]([C:24]5[CH:25]=[N:26][N:27]([CH3:29])[CH:28]=5)=[CH:22][N:23]=[C:18]4[N:17]=[N:16]3)[CH2:9]2)=[N:6][CH:7]=1.C([O-])([O-])=O.[K+].[K+].O1CCOCC1.[F:42][C:43]1[CH:55]=[C:54](B2OC(C)(C)C(C)(C)O2)[CH:53]=[CH:52][C:44]=1[CH2:45][N:46]1[CH2:51][CH2:50][O:49][CH2:48][CH2:47]1. Product: [F:42][C:43]1[CH:55]=[C:54]([C:2]2[CH:3]=[N:4][C:5]([N:8]3[CH2:13][CH2:12][O:11][C@H:10]([CH2:14][N:15]4[C:19]5=[N:20][C:21]([C:24]6[CH:25]=[N:26][N:27]([CH3:29])[CH:28]=6)=[CH:22][N:23]=[C:18]5[N:17]=[N:16]4)[CH2:9]3)=[N:6][CH:7]=2)[CH:53]=[CH:52][C:44]=1[CH2:45][N:46]1[CH2:47][CH2:48][O:49][CH2:50][CH2:51]1. The catalyst class is: 263. (5) Reactant: Cl.[CH:2]1([N:5]2[CH2:10][C:9]3([CH2:15][CH2:14][NH:13][CH2:12][CH2:11]3)[O:8][CH2:7][C:6]2=[O:16])[CH2:4][CH2:3]1.[OH-].[Na+].O.O=[CH:21][C:22]([OH:24])=[O:23].[Br:25][C:26]1[CH:31]=[CH:30][C:29](B(O)O)=[C:28]([F:35])[CH:27]=1. Product: [Br:25][C:26]1[CH:31]=[CH:30][C:29]([CH:21]([N:13]2[CH2:12][CH2:11][C:9]3([O:8][CH2:7][C:6](=[O:16])[N:5]([CH:2]4[CH2:4][CH2:3]4)[CH2:10]3)[CH2:15][CH2:14]2)[C:22]([OH:24])=[O:23])=[C:28]([F:35])[CH:27]=1. The catalyst class is: 4. (6) Reactant: N#N.[CH2:3]([O:10][CH2:11][CH2:12][CH2:13][C:14]([OH:16])=O)[C:4]1[CH:9]=[CH:8][CH:7]=[CH:6][CH:5]=1.[NH:17]1[CH2:21][CH2:20][CH2:19][CH2:18]1.CCN=C=NCCCN(C)C.Cl.C1C=CC2N(O)N=NC=2C=1.CCN(C(C)C)C(C)C. Product: [CH2:3]([O:10][CH2:11][CH2:12][CH2:13][C:14]([N:17]1[CH2:21][CH2:20][CH2:19][CH2:18]1)=[O:16])[C:4]1[CH:5]=[CH:6][CH:7]=[CH:8][CH:9]=1. The catalyst class is: 34. (7) Reactant: [Br:1][C:2]1[CH:3]=[C:4]([CH:7]=[C:8]([Br:10])[CH:9]=1)[CH:5]=O.[C:11]1([NH:17][C:18]2[CH:23]=[CH:22][CH:21]=[CH:20][C:19]=2[NH2:24])[CH:16]=[CH:15][CH:14]=[CH:13][CH:12]=1.C([O-])(=O)C.[Pb+4].C([O-])(=O)C.C([O-])(=O)C.C([O-])(=O)C.O. The catalyst class is: 342. Product: [Br:1][C:2]1[CH:3]=[C:4]([C:5]2[N:17]([C:11]3[CH:16]=[CH:15][CH:14]=[CH:13][CH:12]=3)[C:18]3[CH:23]=[CH:22][CH:21]=[CH:20][C:19]=3[N:24]=2)[CH:7]=[C:8]([Br:10])[CH:9]=1.